This data is from Peptide-MHC class I binding affinity with 185,985 pairs from IEDB/IMGT. The task is: Regression. Given a peptide amino acid sequence and an MHC pseudo amino acid sequence, predict their binding affinity value. This is MHC class I binding data. The peptide sequence is YACIQSKQA. The binding affinity (normalized) is 0. The MHC is Patr-A0101 with pseudo-sequence Patr-A0101.